Dataset: Full USPTO retrosynthesis dataset with 1.9M reactions from patents (1976-2016). Task: Predict the reactants needed to synthesize the given product. Given the product [F:29][C@@:5]1([C:3]([OH:2])=[O:4])[C@H:6]([C:23]2[CH:28]=[CH:27][CH:26]=[CH:25][CH:24]=2)[C@H:7]1[C:8]1[CH:13]=[CH:12][C:11]([C:35]2[N:36]=[CH:37][C:32]([CH3:31])=[CH:33][N:34]=2)=[CH:10][CH:9]=1, predict the reactants needed to synthesize it. The reactants are: C[O:2][C:3]([C@@:5]1([F:29])[C@H:7]([C:8]2[CH:13]=[CH:12][C:11](B3OC(C)(C)C(C)(C)O3)=[CH:10][CH:9]=2)[C@H:6]1[C:23]1[CH:28]=[CH:27][CH:26]=[CH:25][CH:24]=1)=[O:4].[Br-].[CH3:31][C:32]1[CH:33]=[N:34][CH:35]=[N:36][CH:37]=1.C([O-])([O-])=O.[Na+].[Na+].